Dataset: Full USPTO retrosynthesis dataset with 1.9M reactions from patents (1976-2016). Task: Predict the reactants needed to synthesize the given product. Given the product [C:1]([O:5][C:6]([N:8]1[C:17]2[C:12](=[CH:13][CH:14]=[CH:15][CH:16]=2)[N:11]([C:18]2[CH:23]=[CH:22][C:21]([N:24]3[CH2:29][CH2:28][N:27]([S:36]([CH:33]4[CH2:35][CH2:34]4)(=[O:38])=[O:37])[CH2:26][CH2:25]3)=[CH:20][N:19]=2)[CH2:10][CH2:9]1)=[O:7])([CH3:4])([CH3:2])[CH3:3], predict the reactants needed to synthesize it. The reactants are: [C:1]([O:5][C:6]([N:8]1[C:17]2[C:12](=[CH:13][CH:14]=[CH:15][CH:16]=2)[N:11]([C:18]2[CH:23]=[CH:22][C:21]([N:24]3[CH2:29][CH2:28][NH:27][CH2:26][CH2:25]3)=[CH:20][N:19]=2)[CH2:10][CH2:9]1)=[O:7])([CH3:4])([CH3:3])[CH3:2].ClCCl.[CH:33]1([S:36](Cl)(=[O:38])=[O:37])[CH2:35][CH2:34]1.